From a dataset of CYP3A4 inhibition data for predicting drug metabolism from PubChem BioAssay. Regression/Classification. Given a drug SMILES string, predict its absorption, distribution, metabolism, or excretion properties. Task type varies by dataset: regression for continuous measurements (e.g., permeability, clearance, half-life) or binary classification for categorical outcomes (e.g., BBB penetration, CYP inhibition). Dataset: cyp3a4_veith. The compound is Cc1cn([C@H]2C[C@H](O)[C@@H](COC(N)=O)O2)c(=O)[nH]c1=O. The result is 0 (non-inhibitor).